Regression. Given a peptide amino acid sequence and an MHC pseudo amino acid sequence, predict their binding affinity value. This is MHC class II binding data. From a dataset of Peptide-MHC class II binding affinity with 134,281 pairs from IEDB. (1) The peptide sequence is YPYLFEEHLAPFMSD. The MHC is DRB1_0101 with pseudo-sequence DRB1_0101. The binding affinity (normalized) is 0.573. (2) The peptide sequence is LGQQQPFPPQQPYPQPQPF. The MHC is HLA-DQA10301-DQB10302 with pseudo-sequence HLA-DQA10301-DQB10302. The binding affinity (normalized) is 0. (3) The peptide sequence is TATYGGKWLDAKSTW. The MHC is HLA-DQA10501-DQB10301 with pseudo-sequence HLA-DQA10501-DQB10301. The binding affinity (normalized) is 0.335.